This data is from Catalyst prediction with 721,799 reactions and 888 catalyst types from USPTO. The task is: Predict which catalyst facilitates the given reaction. Reactant: Cl[C:2]1[CH:7]=[C:6]([CH2:8][O:9][CH3:10])[N:5]=[CH:4][N:3]=1.C([O-])([O-])=O.[Cs+].[Cs+].[CH3:17][C:18]1(C)[C:44]2C(=C(P(C3C=CC=CC=3)C3C=CC=CC=3)C=CC=2)OC2C(P(C3C=CC=CC=3)C3C=CC=CC=3)=CC=C[C:19]1=2.C([NH:63][C:64](=[O:66])[O-:65])(C)(C)C. Product: [CH3:10][O:9][CH2:8][C:6]1[N:5]=[CH:4][N:3]=[C:2]([NH:63][C:64](=[O:66])[O:65][C:18]([CH3:44])([CH3:19])[CH3:17])[CH:7]=1. The catalyst class is: 333.